From a dataset of hERG Central: cardiac toxicity at 1µM, 10µM, and general inhibition. Predict hERG channel inhibition at various concentrations. The molecule is NC(=O)C1(N2CCCCC2)CCN(CC(=O)Nc2cc(Cl)ccc2Cl)CC1. Results: hERG_inhib (hERG inhibition (general)): blocker.